Dataset: Full USPTO retrosynthesis dataset with 1.9M reactions from patents (1976-2016). Task: Predict the reactants needed to synthesize the given product. (1) Given the product [O:14]=[C:8]([CH:2]1[CH2:3][CH2:4][CH2:5][CH2:6][C:1]1=[O:7])[C:9]([O:11][CH2:12][CH3:13])=[O:10], predict the reactants needed to synthesize it. The reactants are: [C:1]1(=[O:7])[CH2:6][CH2:5][CH2:4][CH2:3][CH2:2]1.[C:8](OCC)(=[O:14])[C:9]([O:11][CH2:12][CH3:13])=[O:10]. (2) Given the product [C:35]1([Si:39]([C:20]2[C:19]3[CH2:18][C:17]4[C:26](=[CH:25][CH:24]=[CH:5][CH:16]=4)[C:27]=3[CH:23]=[CH:22][CH:21]=2)([C:46]2[CH:51]=[CH:50][CH:49]=[CH:48][CH:47]=2)[C:40]2[CH:45]=[CH:44][CH:43]=[CH:42][CH:41]=2)[C:34]2[CH2:35][C:25]3[C:32](=[CH:17][CH:16]=[CH:5][CH:24]=3)[C:33]=2[CH:32]=[CH:33][CH:34]=1, predict the reactants needed to synthesize it. The reactants are: BrC1C=CC2C3C(=CC(Br)=CC=3)[C:5]([CH2:24][CH2:25][CH2:26][CH2:27]CCCC)([CH2:16][CH2:17][CH2:18][CH2:19][CH2:20][CH2:21][CH2:22][CH3:23])C=2C=1.[CH2:32]([Li])[CH2:33][CH2:34][CH3:35].CO[Si:39](OC)([C:46]1[CH:51]=[CH:50][CH:49]=[CH:48][CH:47]=1)[C:40]1[CH:45]=[CH:44][CH:43]=[CH:42][CH:41]=1. (3) The reactants are: C(OC(=O)[NH:7][CH2:8][C:9]1[C:14]([C:15]2[CH:20]=[CH:19][C:18]([Cl:21])=[CH:17][C:16]=2[Cl:22])=[CH:13][N:12]2[C:23]([N:26]3[CH2:31][CH2:30][NH:29][CH2:28][CH2:27]3)=[CH:24][N:25]=[C:11]2[CH:10]=1)(C)(C)C.[C:33](Cl)(=[O:35])[CH3:34].N1C=CC=CC=1. Given the product [NH2:7][CH2:8][C:9]1[C:14]([C:15]2[CH:20]=[CH:19][C:18]([Cl:21])=[CH:17][C:16]=2[Cl:22])=[CH:13][N:12]2[C:23]([N:26]3[CH2:27][CH2:28][N:29]([C:33](=[O:35])[CH3:34])[CH2:30][CH2:31]3)=[CH:24][N:25]=[C:11]2[CH:10]=1, predict the reactants needed to synthesize it. (4) Given the product [CH3:8][C:3]([CH3:9])([CH2:2][NH:1][S:19]([C:18]([F:31])([F:30])[F:17])(=[O:21])=[O:20])[C:4]([O:6][CH3:7])=[O:5], predict the reactants needed to synthesize it. The reactants are: [NH2:1][CH2:2][C:3]([CH3:9])([CH3:8])[C:4]([O:6][CH3:7])=[O:5].CCN(CC)CC.[F:17][C:18]([F:31])([F:30])[S:19](O[S:19]([C:18]([F:31])([F:30])[F:17])(=[O:21])=[O:20])(=[O:21])=[O:20]. (5) Given the product [CH3:6][N:7]1[CH:11]=[C:10]([N+:12]([O-:14])=[O:13])[CH:9]=[C:8]1[C:15]([O:17][CH3:19])=[O:16], predict the reactants needed to synthesize it. The reactants are: OS(O)(=O)=O.[CH3:6][N:7]1[CH:11]=[C:10]([N+:12]([O-:14])=[O:13])[CH:9]=[C:8]1[C:15]([OH:17])=[O:16].O.[CH3:19]O. (6) Given the product [F:25][C:4]1[C:5]([CH3:24])=[C:6]([C:9]2[CH:10]=[N:11][N:12]([C:15]3[CH:23]=[CH:22][C:18]([C:19]([N:31]4[CH2:30][CH2:29][N:28]5[CH2:32][CH2:33][CH2:34][C@@H:27]5[CH2:26]4)=[O:20])=[CH:17][N:16]=3)[C:13]=2[OH:14])[CH:7]=[CH:8][C:3]=1[C:1]#[N:2], predict the reactants needed to synthesize it. The reactants are: [C:1]([C:3]1[CH:8]=[CH:7][C:6]([C:9]2[CH:10]=[N:11][N:12]([C:15]3[CH:23]=[CH:22][C:18]([C:19](O)=[O:20])=[CH:17][N:16]=3)[C:13]=2[OH:14])=[C:5]([CH3:24])[C:4]=1[F:25])#[N:2].[CH2:26]1[NH:31][CH2:30][CH2:29][N:28]2[CH2:32][CH2:33][CH2:34][C@H:27]12.